Dataset: Full USPTO retrosynthesis dataset with 1.9M reactions from patents (1976-2016). Task: Predict the reactants needed to synthesize the given product. The reactants are: [CH3:1][C@@H:2]1[CH2:7][CH2:6][N:5]([C:8]([O:10][C:11]([CH3:14])([CH3:13])[CH3:12])=[O:9])[CH2:4][C@@H:3]1[C:15]1[N:19]2[C:20]3[CH:26]=[CH:25][N:24](S(C4C=CC(C)=CC=4)(=O)=O)[C:21]=3[N:22]=[CH:23][C:18]2=[CH:17][N:16]=1.[OH-].[Na+].Cl. Given the product [C:15]1([C@@H:3]2[C@H:2]([CH3:1])[CH2:7][CH2:6][N:5]([C:8]([O:10][C:11]([CH3:12])([CH3:14])[CH3:13])=[O:9])[CH2:4]2)[N:19]2[C:20]3[CH:26]=[CH:25][NH:24][C:21]=3[N:22]=[CH:23][C:18]2=[CH:17][N:16]=1, predict the reactants needed to synthesize it.